This data is from Forward reaction prediction with 1.9M reactions from USPTO patents (1976-2016). The task is: Predict the product of the given reaction. (1) Given the reactants [C:1]1([N:7]2[C:11]3[CH:12]=[C:13]([O:16][CH2:17][CH2:18][O:19][CH2:20][CH2:21][C:22]([OH:24])=[O:23])[CH:14]=[CH:15][C:10]=3[N:9]=[C:8]2[C:25]2[CH:30]=[CH:29][CH:28]=[CH:27][CH:26]=2)[CH:6]=[CH:5][CH:4]=[CH:3][CH:2]=1.[C:31](=O)([O-])[O-].[Cs+].[Cs+].CI, predict the reaction product. The product is: [CH3:31][O:23][C:22](=[O:24])[CH2:21][CH2:20][O:19][CH2:18][CH2:17][O:16][C:13]1[CH:14]=[CH:15][C:10]2[N:9]=[C:8]([C:25]3[CH:26]=[CH:27][CH:28]=[CH:29][CH:30]=3)[N:7]([C:1]3[CH:2]=[CH:3][CH:4]=[CH:5][CH:6]=3)[C:11]=2[CH:12]=1. (2) The product is: [OH:2][CH2:3][C:4]1[C:5]([CH3:38])=[CH:6][C:7]([NH:11][C:12]([CH2:13][CH2:14][N:15]2[CH2:16][CH2:17][CH:18]([O:21][C:22](=[O:36])[NH:23][C:24]3[CH:29]=[CH:28][CH:27]=[CH:26][C:25]=3[C:30]3[CH:31]=[CH:32][CH:33]=[CH:34][CH:35]=3)[CH2:19][CH2:20]2)=[O:37])=[C:8]([CH3:10])[CH:9]=1. Given the reactants C[O:2][C:3](=O)[C:4]1[CH:9]=[C:8]([CH3:10])[C:7]([NH:11][C:12](=[O:37])[CH2:13][CH2:14][N:15]2[CH2:20][CH2:19][CH:18]([O:21][C:22](=[O:36])[NH:23][C:24]3[CH:29]=[CH:28][CH:27]=[CH:26][C:25]=3[C:30]3[CH:35]=[CH:34][CH:33]=[CH:32][CH:31]=3)[CH2:17][CH2:16]2)=[CH:6][C:5]=1[CH3:38].[H-].[Al+3].[Li+].[H-].[H-].[H-].O.[OH-].[Na+], predict the reaction product.